This data is from Catalyst prediction with 721,799 reactions and 888 catalyst types from USPTO. The task is: Predict which catalyst facilitates the given reaction. (1) Reactant: BrC1C=CC(O)=C(C2C=[CH:16][C:15]3[C:10](=[CH:11][CH:12]=[C:13]([C:18]4[N:22]([CH:23]5[CH2:28][CH2:27][CH2:26][CH2:25][CH2:24]5)[C:21]5[CH:29]=[CH:30][C:31]([C:33]([OH:35])=[O:34])=[CH:32][C:20]=5[N:19]=4)[CH:14]=3)[N:9]=2)C=1.[CH3:37][C:38]1[S:42][C:41]([C:43]2[CH:48]=[CH:47][CH:46]=[CH:45][CH:44]=2)=[C:40]([C:49](=O)[CH3:50])[CH:39]=1.[OH-].[K+]. Product: [CH:23]1([N:22]2[C:21]3[CH:29]=[CH:30][C:31]([C:33]([OH:35])=[O:34])=[CH:32][C:20]=3[N:19]=[C:18]2[C:13]2[CH:14]=[C:15]3[C:10](=[CH:11][CH:12]=2)[N:9]=[C:49]([C:40]2[CH:39]=[C:38]([CH3:37])[S:42][C:41]=2[C:43]2[CH:48]=[CH:47][CH:46]=[CH:45][CH:44]=2)[CH:50]=[CH:16]3)[CH2:24][CH2:25][CH2:26][CH2:27][CH2:28]1. The catalyst class is: 8. (2) Reactant: [F:1][C:2]1[CH:10]=[CH:9][C:8]([F:11])=[C:7]2[C:3]=1[C:4](=O)[O:5][C:6]2=[O:12].C([O-])(=O)C.[Na+].C(O)(=O)C.[NH2:23][NH2:24]. Product: [F:1][C:2]1[CH:10]=[CH:9][C:8]([F:11])=[C:7]2[C:3]=1[C:4](=[O:5])[NH:23][NH:24][C:6]2=[O:12]. The catalyst class is: 6. (3) Reactant: [N+:1]([C:4]1[C:9]([CH:10]=O)=[CH:8][C:7]([O:12][CH3:13])=[C:6]([O:14][CH3:15])[CH:5]=1)([O-:3])=[O:2].[C:16]([CH2:18][C:19]([O:21][CH3:22])=[O:20])#[N:17].N1CCCCC1. Product: [C:16]([C:18](=[CH:10][C:9]1[CH:8]=[C:7]([O:12][CH3:13])[C:6]([O:14][CH3:15])=[CH:5][C:4]=1[N+:1]([O-:3])=[O:2])[C:19]([O:21][CH3:22])=[O:20])#[N:17]. The catalyst class is: 5. (4) Reactant: C(OC([N:8]1[CH2:13][CH2:12][N:11]([CH2:14][CH:15]2[O:19][C:18](=[O:20])[N:17]([C:21]3[CH:26]=[CH:25][CH:24]=[CH:23][CH:22]=3)[CH2:16]2)[CH2:10][CH2:9]1)=O)(C)(C)C. Product: [C:21]1([N:17]2[CH2:16][CH:15]([CH2:14][N:11]3[CH2:12][CH2:13][NH:8][CH2:9][CH2:10]3)[O:19][C:18]2=[O:20])[CH:22]=[CH:23][CH:24]=[CH:25][CH:26]=1. The catalyst class is: 29. (5) Product: [CH3:36][O:35][C:33]1[N:32]=[C:31]([C:37]2[CH:38]=[CH:39][CH:40]=[CH:41][CH:42]=2)[N:30]=[C:29]([O:28][CH:23]2[CH2:22][CH:21]3[N:25]([C:26](=[O:27])[NH:8][CH2:9][CH2:10][CH2:11][CH2:12][CH2:13][CH:14]=[CH:15][CH:16]4[C:18]([C:44]([NH:46][S:47]([CH:50]5[CH2:52][CH2:51]5)(=[O:49])=[O:48])=[O:45])([NH:19][C:20]3=[O:43])[CH2:17]4)[CH2:24]2)[CH:34]=1. Reactant: COC1C=CC(C[N:8]2[C:26](=[O:27])[N:25]3[CH:21]([CH2:22][CH:23]([O:28][C:29]4[CH:34]=[C:33]([O:35][CH3:36])[N:32]=[C:31]([C:37]5[CH:42]=[CH:41][CH:40]=[CH:39][CH:38]=5)[N:30]=4)[CH2:24]3)[C:20](=[O:43])[NH:19][C:18]3([C:44]([NH:46][S:47]([CH:50]4[CH2:52][CH2:51]4)(=[O:49])=[O:48])=[O:45])[CH:16]([CH2:17]3)[CH:15]=[CH:14][CH2:13][CH2:12][CH2:11][CH2:10][CH2:9]2)=CC=1.C(Cl)Cl.C([O-])(O)=O.[Na+]. The catalyst class is: 67. (6) Reactant: [CH3:1][N:2]=[C:3]=[S:4].[Cl:5][C:6]1[CH:7]=[C:8]([C:12]2[O:16][N:15]=[C:14]([CH:17]3[CH2:21][CH2:20][CH2:19][NH:18]3)[CH:13]=2)[CH:9]=[CH:10][CH:11]=1. Product: [CH3:1][NH:2][C:3]([N:18]1[CH2:19][CH2:20][CH2:21][CH:17]1[C:14]1[CH:13]=[C:12]([C:8]2[CH:9]=[CH:10][CH:11]=[C:6]([Cl:5])[CH:7]=2)[O:16][N:15]=1)=[S:4]. The catalyst class is: 4. (7) Reactant: [C:1]1([C:7]2([C:23]3[CH:28]=[CH:27][CH:26]=[CH:25][CH:24]=3)[CH2:12][CH2:11][N:10]([CH2:13][CH2:14][CH2:15][NH:16][C:17](=[O:22])[CH2:18][C:19]([CH3:21])=O)[CH2:9][CH2:8]2)[CH:6]=[CH:5][CH:4]=[CH:3][CH:2]=1.[NH2:29]/[C:30](/[CH3:36])=[CH:31]\[C:32]([O:34][CH3:35])=[O:33].[N+:37]([C:40]1[CH:47]=[CH:46][C:43]([CH:44]=O)=[CH:42][CH:41]=1)([O-:39])=[O:38]. Product: [CH3:35][O:34][C:32]([C:31]1[CH:44]([C:43]2[CH:46]=[CH:47][C:40]([N+:37]([O-:39])=[O:38])=[CH:41][CH:42]=2)[C:18]([C:17]([NH:16][CH2:15][CH2:14][CH2:13][N:10]2[CH2:9][CH2:8][C:7]([C:1]3[CH:6]=[CH:5][CH:4]=[CH:3][CH:2]=3)([C:23]3[CH:24]=[CH:25][CH:26]=[CH:27][CH:28]=3)[CH2:12][CH2:11]2)=[O:22])=[C:19]([CH3:21])[NH:29][C:30]=1[CH3:36])=[O:33]. The catalyst class is: 32.